Dataset: Forward reaction prediction with 1.9M reactions from USPTO patents (1976-2016). Task: Predict the product of the given reaction. Given the reactants COC(=O)C=C[C:6]1[N:7]([CH2:24][C:25]2[CH:33]=[CH:32][C:28]3[O:29][CH2:30][O:31][C:27]=3[CH:26]=2)[C:8](=[O:23])[C:9]2[C:14]([C:15]=1[C:16]1[CH:21]=[CH:20][CH:19]=[CH:18][CH:17]=1)=[CH:13][C:12]([Br:22])=[CH:11][CH:10]=2.[CH2:35]1[CH2:39][O:38]C[CH2:36]1.[OH-:40].[Na+].Cl, predict the reaction product. The product is: [O:29]1[C:28]2[CH:32]=[CH:33][C:25]([CH2:24][N:7]3[C:6]([C:35](=[CH2:36])[C:39]([OH:38])=[O:40])=[C:15]([C:16]4[CH:17]=[CH:18][CH:19]=[CH:20][CH:21]=4)[C:14]4[C:9](=[CH:10][CH:11]=[C:12]([Br:22])[CH:13]=4)[C:8]3=[O:23])=[CH:26][C:27]=2[O:31][CH2:30]1.